This data is from Forward reaction prediction with 1.9M reactions from USPTO patents (1976-2016). The task is: Predict the product of the given reaction. (1) Given the reactants C(OC(=O)[NH:7][C@H:8]([C:30]1[CH:35]=[CH:34][C:33]([O:36][CH2:37][CH2:38][O:39][C:40]([CH3:43])([CH3:42])[CH3:41])=[CH:32][CH:31]=1)[C:9](=[O:29])[NH:10][C@H:11]([C:19]1[NH:23][C:22]2[CH:24]=[CH:25][C:26]([I:28])=[CH:27][C:21]=2[N:20]=1)[CH2:12][C:13]1[CH:18]=[CH:17][CH:16]=[CH:15][CH:14]=1)(C)(C)C.Cl.O1CCOCC1, predict the reaction product. The product is: [NH2:7][C@H:8]([C:30]1[CH:31]=[CH:32][C:33]([O:36][CH2:37][CH2:38][O:39][C:40]([CH3:43])([CH3:42])[CH3:41])=[CH:34][CH:35]=1)[C:9]([NH:10][C@H:11]([C:19]1[NH:23][C:22]2[CH:24]=[CH:25][C:26]([I:28])=[CH:27][C:21]=2[N:20]=1)[CH2:12][C:13]1[CH:14]=[CH:15][CH:16]=[CH:17][CH:18]=1)=[O:29]. (2) Given the reactants [CH2:1]([O:8][C:9]1[CH:10]=[CH:11][C:12]([CH3:27])=[C:13]([C:15]2[CH2:19][C:18]([CH2:23][C:24]([OH:26])=[O:25])([C:20]([OH:22])=[O:21])[O:17][N:16]=2)[CH:14]=1)[C:2]1[CH:7]=[CH:6][CH:5]=[CH:4][CH:3]=1.[C:28](OC(O[C:28]([CH3:31])([CH3:30])[CH3:29])N(C)C)([CH3:31])([CH3:30])[CH3:29], predict the reaction product. The product is: [CH2:1]([O:8][C:9]1[CH:10]=[CH:11][C:12]([CH3:27])=[C:13]([C:15]2[CH2:19][C:18]([CH2:23][C:24]([O:26][C:2]([CH3:7])([CH3:3])[CH3:1])=[O:25])([C:20]([O:22][C:28]([CH3:31])([CH3:30])[CH3:29])=[O:21])[O:17][N:16]=2)[CH:14]=1)[C:2]1[CH:7]=[CH:6][CH:5]=[CH:4][CH:3]=1. (3) Given the reactants [I-].[CH2:2]([N+:4]1[CH:9]=[CH:8][C:7]([N:10]2[CH2:14][CH2:13][CH2:12][CH2:11]2)=[CH:6][CH:5]=1)[CH3:3].[OH-:15], predict the reaction product. The product is: [OH-:15].[CH2:2]([N+:4]1[CH:9]=[CH:8][C:7]([N:10]2[CH2:14][CH2:13][CH2:12][CH2:11]2)=[CH:6][CH:5]=1)[CH3:3]. (4) Given the reactants [NH3:1].Cl[C:3]1[C:4]2[C:11]([I:12])=[CH:10][N:9]([C@H:13]3[CH2:16][C@H:15]([CH2:17][OH:18])[CH2:14]3)[C:5]=2[N:6]=[CH:7][N:8]=1.C(=O)=O.CC(C)=O, predict the reaction product. The product is: [NH2:1][C:3]1[C:4]2[C:11]([I:12])=[CH:10][N:9]([C@H:13]3[CH2:16][C@H:15]([CH2:17][OH:18])[CH2:14]3)[C:5]=2[N:6]=[CH:7][N:8]=1. (5) Given the reactants [CH2:1]([O:8][C:9]([N:11]1[CH2:15][CH2:14][CH:13]([CH:16]=O)[CH2:12]1)=[O:10])[C:2]1[CH:7]=[CH:6][CH:5]=[CH:4][CH:3]=1.[F:18][C:19]1[CH:24]=[CH:23][C:22]([CH2:25][CH:26]2[CH2:31][CH2:30][NH:29][CH2:28][CH2:27]2)=[CH:21][CH:20]=1.C(O[BH-](OC(=O)C)OC(=O)C)(=O)C.[Na+], predict the reaction product. The product is: [F:18][C:19]1[CH:20]=[CH:21][C:22]([CH2:25][CH:26]2[CH2:27][CH2:28][N:29]([CH2:16][CH:13]3[CH2:14][CH2:15][N:11]([C:9]([O:8][CH2:1][C:2]4[CH:7]=[CH:6][CH:5]=[CH:4][CH:3]=4)=[O:10])[CH2:12]3)[CH2:30][CH2:31]2)=[CH:23][CH:24]=1. (6) Given the reactants [CH2:1]([NH:3][S:4]([C:7]1[CH:12]=[CH:11][C:10]([Sn](CCCC)(CCCC)CCCC)=[CH:9][CH:8]=1)(=[O:6])=[O:5])[CH3:2].Br[C:27]1[N:28]=[C:29]([N:37]2[CH2:42][CH2:41][N:40]([CH:43]=[O:44])[CH2:39][CH2:38]2)[C:30]2[C:35]([CH:36]=1)=[CH:34][CH:33]=[CH:32][CH:31]=2, predict the reaction product. The product is: [CH:43]([N:40]1[CH2:39][CH2:38][N:37]([C:29]2[C:30]3[C:35](=[CH:34][CH:33]=[CH:32][CH:31]=3)[CH:36]=[C:27]([C:10]3[CH:9]=[CH:8][C:7]([S:4](=[O:5])(=[O:6])[NH:3][CH2:1][CH3:2])=[CH:12][CH:11]=3)[N:28]=2)[CH2:42][CH2:41]1)=[O:44]. (7) Given the reactants Cl.[CH3:2][C:3]1[C:11]([C:12](=[S:14])[NH2:13])=[C:6]2[CH:7]=[CH:8][CH:9]=[CH:10][N:5]2[N:4]=1.Cl[CH:16]([C:22]([C:24]1[CH:29]=[CH:28][CH:27]=[CH:26][C:25]=1[N+:30]([O-:32])=[O:31])=O)[C:17]([O:19]CC)=[O:18].CC(O)C.C(=O)(O)[O-].[Na+], predict the reaction product. The product is: [CH3:2][C:3]1[C:11]([C:12]2[S:14][C:16]([C:17]([OH:19])=[O:18])=[C:22]([C:24]3[CH:29]=[CH:28][CH:27]=[CH:26][C:25]=3[N+:30]([O-:32])=[O:31])[N:13]=2)=[C:6]2[CH:7]=[CH:8][CH:9]=[CH:10][N:5]2[N:4]=1. (8) Given the reactants [O:1]=[C:2]1[C:7]2[C:8]([C:11]([OH:13])=O)=[CH:9][O:10][C:6]=2[CH2:5][CH2:4][NH:3]1.[NH2:14][C:15]1[CH:20]=[CH:19][C:18]([N:21]2[CH2:26][CH2:25][N:24]([C:27]([O:29][C:30]([CH3:33])([CH3:32])[CH3:31])=[O:28])[CH2:23][CH2:22]2)=[CH:17][C:16]=1[O:34][CH3:35].F[P-](F)(F)(F)(F)F.N1(OC(N(C)C)=[N+](C)C)C2N=CC=CC=2N=N1.C(N(C(C)C)CC)(C)C, predict the reaction product. The product is: [CH3:35][O:34][C:16]1[CH:17]=[C:18]([N:21]2[CH2:22][CH2:23][N:24]([C:27]([O:29][C:30]([CH3:33])([CH3:32])[CH3:31])=[O:28])[CH2:25][CH2:26]2)[CH:19]=[CH:20][C:15]=1[NH:14][C:11]([C:8]1[C:7]2[C:2](=[O:1])[NH:3][CH2:4][CH2:5][C:6]=2[O:10][CH:9]=1)=[O:13]. (9) Given the reactants C(O)(C(F)(F)F)=O.[C:8]([C:10]1([C:25]2[CH:30]=[CH:29][CH:28]=[CH:27][CH:26]=2)[C:12]2([CH2:17][CH2:16][N:15](C(OC(C)(C)C)=O)[CH2:14][CH2:13]2)[CH2:11]1)#[N:9], predict the reaction product. The product is: [C:25]1([C:10]2([C:8]#[N:9])[C:12]3([CH2:17][CH2:16][NH:15][CH2:14][CH2:13]3)[CH2:11]2)[CH:26]=[CH:27][CH:28]=[CH:29][CH:30]=1.